This data is from Full USPTO retrosynthesis dataset with 1.9M reactions from patents (1976-2016). The task is: Predict the reactants needed to synthesize the given product. (1) Given the product [OH:26][CH2:20][CH:10]([C:7]1[CH:6]=[CH:5][CH:4]=[CH:9][CH:8]=1)[CH2:18][NH:13][S:36]([C:32]1[S:31][CH:35]=[CH:34][CH:33]=1)(=[O:38])=[O:37], predict the reactants needed to synthesize it. The reactants are: [N+]([C:4]1[CH:9]=[CH:8][C:7]([C:10]#N)=[CH:6][CH:5]=1)([O-])=O.C[N:13]1[CH2:18]COCC1.C/[C:20](/[O:26][Si](C)(C)C)=N\[Si](C)(C)C.[S:31]1[CH:35]=[CH:34][CH:33]=[C:32]1[S:36](Cl)(=[O:38])=[O:37]. (2) The reactants are: [Na].Cl.[NH2:3][C:4]([NH2:6])=[NH:5].CN(C)/[CH:9]=[CH:10]/[C:11]([C:13]1[C:21]2[C:16](=[CH:17][CH:18]=[CH:19][CH:20]=2)[NH:15][N:14]=1)=O.[Cl-].[NH4+]. Given the product [NH:15]1[C:16]2[C:21](=[CH:20][CH:19]=[CH:18][CH:17]=2)[C:13]([C:11]2[CH:10]=[CH:9][N:3]=[C:4]([NH2:6])[N:5]=2)=[N:14]1, predict the reactants needed to synthesize it. (3) Given the product [C:1]([C:3]1[CH:8]=[CH:7][CH:6]=[CH:5][C:4]=1[C:9]1[CH:17]=[CH:16][C:12]([C:13]([NH:27][CH:24]2[CH2:25][CH2:26][N:21]([CH2:20][C:19]([F:29])([F:18])[F:28])[CH2:22][CH2:23]2)=[O:15])=[CH:11][N:10]=1)#[N:2], predict the reactants needed to synthesize it. The reactants are: [C:1]([C:3]1[CH:8]=[CH:7][CH:6]=[CH:5][C:4]=1[C:9]1[CH:17]=[CH:16][C:12]([C:13]([OH:15])=O)=[CH:11][N:10]=1)#[N:2].[F:18][C:19]([F:29])([F:28])[CH2:20][N:21]1[CH2:26][CH2:25][CH:24]([NH2:27])[CH2:23][CH2:22]1. (4) Given the product [CH3:1][C@H:2]([NH:25][C:26](=[O:27])[CH3:34])[CH2:3][O:4][CH:5]1[CH2:10][CH2:9][N:8]([C:11]2[O:12][C:13]3[CH:19]=[C:18]([O:20][CH2:21][CH:22]([CH3:23])[CH3:24])[CH:17]=[CH:16][C:14]=3[N:15]=2)[CH2:7][CH2:6]1, predict the reactants needed to synthesize it. The reactants are: [CH3:1][C@H:2]([NH:25][C:26](=O)[O:27]C(C)(C)C)[CH2:3][O:4][CH:5]1[CH2:10][CH2:9][N:8]([C:11]2[O:12][C:13]3[CH:19]=[C:18]([O:20][CH2:21][CH:22]([CH3:24])[CH3:23])[CH:17]=[CH:16][C:14]=3[N:15]=2)[CH2:7][CH2:6]1.Cl.[C:34](OCC)(=O)C. (5) Given the product [O-:12][N+:4]1[C:5]2[CH:11]=[CH:10][CH:9]=[CH:8][C:6]=2[N:7]=[C:2]([NH:19][CH2:18][C:17]([O:16][CH2:14][CH3:15])=[O:20])[N:3]=1, predict the reactants needed to synthesize it. The reactants are: Cl[C:2]1[N:3]=[N+:4]([O-:12])[C:5]2[CH:11]=[CH:10][CH:9]=[CH:8][C:6]=2[N:7]=1.Cl.[CH2:14]([O:16][C:17](=[O:20])[CH2:18][NH2:19])[CH3:15].CCN(CC)CC. (6) The reactants are: [Cl:1][C:2]1[CH:3]=[C:4]2[C:9](=[CH:10][CH:11]=1)[N:8]=[C:7]([NH:12][C:13](=[O:17])OCC)[C:6]([O:18][CH3:19])=[N:5]2.[F:20][C:21]1[CH:26]=[CH:25][C:24]([N:27]2[CH2:32][CH2:31][NH:30][CH2:29][CH2:28]2)=[CH:23][CH:22]=1. Given the product [Cl:1][C:2]1[CH:3]=[C:4]2[C:9](=[CH:10][CH:11]=1)[N:8]=[C:7]([NH:12][C:13]([N:30]1[CH2:29][CH2:28][N:27]([C:24]3[CH:23]=[CH:22][C:21]([F:20])=[CH:26][CH:25]=3)[CH2:32][CH2:31]1)=[O:17])[C:6]([O:18][CH3:19])=[N:5]2, predict the reactants needed to synthesize it. (7) Given the product [ClH:1].[CH2:2]([N:6]1[CH2:7][CH2:8][CH:9]([CH2:12][NH:13][C:14]([C:16]2[C:24]3[CH:23]=[CH:22][CH:21]=[CH:20][C:19]=3[N:18]3[CH2:25][CH2:26][CH2:27][O:28][C:17]=23)=[O:15])[CH2:10][CH2:11]1)[CH2:3][CH2:4][CH3:5], predict the reactants needed to synthesize it. The reactants are: [ClH:1].[CH2:2]([N:6]1[CH2:11][CH2:10][CH:9]([CH2:12][NH:13][C:14]([C:16]2[C:24]3[CH:23]=[CH:22][CH:21]=[CH:20][C:19]=3[N:18]3[CH2:25][CH2:26][CH2:27][O:28][C:17]=23)=[O:15])[CH2:8][CH2:7]1)[CH2:3][CH2:4][CH3:5]. (8) Given the product [CH3:6][N:7]([S:22]([C:25]1[S:26][CH:27]=[CH:28][CH:29]=1)(=[O:24])=[O:23])[C:8]1[CH:9]=[CH:10][CH:11]=[C:12]2[C:16]=1[NH:15][C:14]([C:17]1[S:39][C:2]([C:3]([O:5][CH2:55][CH3:56])=[O:4])=[N:20][N:19]=1)=[CH:13]2, predict the reactants needed to synthesize it. The reactants are: O=[CH:2][C:3]([OH:5])=[O:4].[CH3:6][N:7]([S:22]([C:25]1[S:26][CH:27]=[CH:28][CH:29]=1)(=[O:24])=[O:23])[C:8]1[CH:9]=[CH:10][CH:11]=[C:12]2[C:16]=1[NH:15][C:14]([C:17]([NH:19][NH:20]O)=O)=[CH:13]2.COC1C=CC(P2(SP(C3C=CC(OC)=CC=3)(=S)S2)=[S:39])=CC=1.O1[CH2:56][CH2:55]CC1. (9) The reactants are: [Br:1][C:2]1[CH:3]=[N:4][CH:5]=[C:6](Br)[CH:7]=1.C([Li])CCC.[CH3:14]SSC.[S:18](S([O-])=O)([O-:21])(=O)=[O:19].[Na+].[Na+]. Given the product [Br:1][C:2]1[CH:3]=[N:4][CH:5]=[C:6]([S:18]([CH3:14])(=[O:21])=[O:19])[CH:7]=1, predict the reactants needed to synthesize it. (10) Given the product [Cl:26][C:21]1[CH:20]=[C:19]([S:16]([CH3:15])(=[O:18])=[O:17])[CH:24]=[CH:23][C:22]=1[O:14][C:6]1[CH:5]=[C:4]([F:3])[CH:9]=[CH:8][C:7]=1[CH2:10][C:11]([OH:13])=[O:12], predict the reactants needed to synthesize it. The reactants are: [H-].[Na+].[F:3][C:4]1[CH:9]=[CH:8][C:7]([CH2:10][C:11]([OH:13])=[O:12])=[C:6]([OH:14])[CH:5]=1.[CH3:15][S:16]([C:19]1[CH:24]=[CH:23][C:22](F)=[C:21]([Cl:26])[CH:20]=1)(=[O:18])=[O:17].